Predict the product of the given reaction. From a dataset of Forward reaction prediction with 1.9M reactions from USPTO patents (1976-2016). (1) Given the reactants [CH3:1][C:2]1([CH3:31])[CH2:7][CH2:6][C:5]([C:8]2[CH:13]=[C:12]([C:14]3(O)[CH2:19][CH2:18][O:17][CH2:16][CH2:15]3)[CH:11]=[CH:10][C:9]=2[NH:21][C:22]([C:24]2[NH:25][C:26]([C:29]#[N:30])=[CH:27][N:28]=2)=[O:23])=[CH:4][CH2:3]1.C1(C)C=CC(S(O)(=O)=O)=CC=1, predict the reaction product. The product is: [O:17]1[CH2:16][CH:15]=[C:14]([C:12]2[CH:11]=[CH:10][C:9]([NH:21][C:22]([C:24]3[NH:25][C:26]([C:29]#[N:30])=[CH:27][N:28]=3)=[O:23])=[C:8]([C:5]3[CH2:6][CH2:7][C:2]([CH3:31])([CH3:1])[CH2:3][CH:4]=3)[CH:13]=2)[CH2:19][CH2:18]1. (2) Given the reactants [Mg].Br[C:3]1[CH:8]=[CH:7][CH:6]=[CH:5][CH:4]=1.[C:9]([O:13][C:14]([N:16]1[C:24]2[C:19](=[CH:20][CH:21]=[CH:22][CH:23]=2)[C:18]([CH:25]=[O:26])=[CH:17]1)=[O:15])([CH3:12])([CH3:11])[CH3:10], predict the reaction product. The product is: [C:9]([O:13][C:14]([N:16]1[C:24]2[C:19](=[CH:20][CH:21]=[CH:22][CH:23]=2)[C:18]([CH:25]([OH:26])[C:3]2[CH:8]=[CH:7][CH:6]=[CH:5][CH:4]=2)=[CH:17]1)=[O:15])([CH3:12])([CH3:10])[CH3:11].